This data is from Catalyst prediction with 721,799 reactions and 888 catalyst types from USPTO. The task is: Predict which catalyst facilitates the given reaction. Reactant: Cl[C:2]1[N:7]=[C:6]([Cl:8])[CH:5]=[CH:4][N:3]=1.[C:9]([O:13][C:14]([N:16]1[CH2:21][CH2:20][N:19](C)[CH2:18][CH2:17]1)=[O:15])([CH3:12])([CH3:11])[CH3:10]. The catalyst class is: 11. Product: [C:9]([O:13][C:14]([N:16]1[CH2:21][CH2:20][N:19]([C:2]2[N:7]=[C:6]([Cl:8])[CH:5]=[CH:4][N:3]=2)[CH2:18][CH2:17]1)=[O:15])([CH3:12])([CH3:10])[CH3:11].